This data is from NCI-60 drug combinations with 297,098 pairs across 59 cell lines. The task is: Regression. Given two drug SMILES strings and cell line genomic features, predict the synergy score measuring deviation from expected non-interaction effect. (1) Drug 1: CC12CCC(CC1=CCC3C2CCC4(C3CC=C4C5=CN=CC=C5)C)O. Synergy scores: CSS=4.08, Synergy_ZIP=-0.447, Synergy_Bliss=-1.57, Synergy_Loewe=0.299, Synergy_HSA=-0.594. Cell line: SNB-19. Drug 2: CC12CCC3C(C1CCC2O)C(CC4=C3C=CC(=C4)O)CCCCCCCCCS(=O)CCCC(C(F)(F)F)(F)F. (2) Drug 2: C1CC(=O)NC(=O)C1N2C(=O)C3=CC=CC=C3C2=O. Drug 1: CC1C(C(CC(O1)OC2CC(CC3=C2C(=C4C(=C3O)C(=O)C5=C(C4=O)C(=CC=C5)OC)O)(C(=O)CO)O)N)O.Cl. Synergy scores: CSS=4.30, Synergy_ZIP=-0.897, Synergy_Bliss=-0.476, Synergy_Loewe=-5.47, Synergy_HSA=-0.986. Cell line: HS 578T. (3) Drug 1: C1CCC(CC1)NC(=O)N(CCCl)N=O. Drug 2: C(CCl)NC(=O)N(CCCl)N=O. Cell line: U251. Synergy scores: CSS=34.1, Synergy_ZIP=-4.47, Synergy_Bliss=4.44, Synergy_Loewe=1.17, Synergy_HSA=5.09. (4) Drug 1: C1CC(C1)(C(=O)O)C(=O)O.[NH2-].[NH2-].[Pt+2]. Drug 2: C(=O)(N)NO. Cell line: MOLT-4. Synergy scores: CSS=65.7, Synergy_ZIP=1.66, Synergy_Bliss=-5.27, Synergy_Loewe=-13.0, Synergy_HSA=-2.32.